Task: Predict the reactants needed to synthesize the given product.. Dataset: Full USPTO retrosynthesis dataset with 1.9M reactions from patents (1976-2016) The reactants are: Br[C:2]1[CH:3]=[C:4]([CH:12]=[CH:13][CH:14]=1)[CH2:5][C:6]1([C:9]([OH:11])=[O:10])[CH2:8][CH2:7]1.[CH3:15][C:16]1[C:20]([CH:21]([OH:31])[CH2:22][CH2:23][CH2:24][C:25]2[CH:30]=[CH:29][CH:28]=[CH:27][CH:26]=2)=[C:19]([C:32]2[CH:37]=[CH:36][C:35](B3OC(C)(C)C(C)(C)O3)=[CH:34][CH:33]=2)[O:18][N:17]=1. Given the product [OH:31][CH:21]([C:20]1[C:16]([CH3:15])=[N:17][O:18][C:19]=1[C:32]1[CH:33]=[CH:34][C:35]([C:2]2[CH:14]=[CH:13][CH:12]=[C:4]([CH2:5][C:6]3([C:9]([OH:11])=[O:10])[CH2:8][CH2:7]3)[CH:3]=2)=[CH:36][CH:37]=1)[CH2:22][CH2:23][CH2:24][C:25]1[CH:30]=[CH:29][CH:28]=[CH:27][CH:26]=1, predict the reactants needed to synthesize it.